Predict the reaction yield, written as a fraction of the theoretical maximum amount of product (1.0 means a 100% yield; for example, 0.34 means a 34% yield). From a dataset of Reaction yield outcomes from USPTO patents with 853,638 reactions. (1) The reactants are [CH3:1][O:2][C:3]([CH:5]1[C:10](=[O:11])[CH:9]2[N:12]([C:13]([O:15][C:16]([CH3:19])([CH3:18])[CH3:17])=[O:14])[CH:6]1[CH:7]=[CH:8]2)=[O:4]. The catalyst is CO.[Pd]. The product is [CH3:1][O:2][C:3]([CH:5]1[C:10](=[O:11])[CH:9]2[N:12]([C:13]([O:15][C:16]([CH3:19])([CH3:18])[CH3:17])=[O:14])[CH:6]1[CH2:7][CH2:8]2)=[O:4]. The yield is 0.970. (2) The reactants are [C:1]([O:5][C:6]([N:8]1[CH2:13][CH2:12][CH:11]([C:14]([OH:16])=[O:15])[CH2:10][CH2:9]1)=[O:7])([CH3:4])([CH3:3])[CH3:2].C([O-])(O)=O.[Na+].S(Cl)(O[CH2:26][Cl:27])(=O)=O. The catalyst is ClCCl.O.S([O-])(O)(=O)=O.C([N+](CCCC)(CCCC)CCCC)CCC. The product is [N:8]1([C:6]([O:5][C:1]([CH3:4])([CH3:2])[CH3:3])=[O:7])[CH2:13][CH2:12][CH:11]([C:14]([O:16][CH2:26][Cl:27])=[O:15])[CH2:10][CH2:9]1. The yield is 0.960. (3) The reactants are [CH3:1][O:2][C:3]1[CH:8]=[CH:7][C:6]([S:9][C:10]2[C:11]([C:23]([O:25]C(C)(C)C)=[O:24])=[N:12][C:13]([S:16][C:17]3[CH:22]=[CH:21][CH:20]=[CH:19][N:18]=3)=[CH:14][CH:15]=2)=[CH:5][CH:4]=1.C(O)(C(F)(F)F)=O. The catalyst is C(Cl)Cl. The product is [CH3:1][O:2][C:3]1[CH:8]=[CH:7][C:6]([S:9][C:10]2[C:11]([C:23]([OH:25])=[O:24])=[N:12][C:13]([S:16][C:17]3[CH:22]=[CH:21][CH:20]=[CH:19][N:18]=3)=[CH:14][CH:15]=2)=[CH:5][CH:4]=1. The yield is 0.920. (4) The reactants are [CH3:1][N:2]1[C:6]([CH3:7])=[C:5]2[S:8][CH:9]=[CH:10][C:4]2=[N:3]1.C([Li])CCC.[CH2:16]([Sn:20]([CH2:26][CH2:27][CH2:28][CH3:29])([CH2:22][CH2:23][CH2:24][CH3:25])Cl)[CH2:17][CH2:18][CH3:19]. The catalyst is C1COCC1. The product is [CH3:1][N:2]1[C:6]([CH3:7])=[C:5]2[S:8][C:9]([Sn:20]([CH2:22][CH2:23][CH2:24][CH3:25])([CH2:26][CH2:27][CH2:28][CH3:29])[CH2:16][CH2:17][CH2:18][CH3:19])=[CH:10][C:4]2=[N:3]1. The yield is 0.910.